This data is from Retrosynthesis with 50K atom-mapped reactions and 10 reaction types from USPTO. The task is: Predict the reactants needed to synthesize the given product. Given the product COCOc1cccc(C(C)O)c1, predict the reactants needed to synthesize it. The reactants are: COCOc1cccc(C=O)c1.C[Mg+].